This data is from Forward reaction prediction with 1.9M reactions from USPTO patents (1976-2016). The task is: Predict the product of the given reaction. (1) Given the reactants [C:8](O[C:8](=[O:13])[C:9]([CH3:12])([CH3:11])[CH3:10])(=[O:13])[C:9]([CH3:12])([CH3:11])[CH3:10].[NH2:14][C:15]1[C:16]([C:22]([NH:24][NH2:25])=[O:23])=[N:17][C:18]([Br:21])=[CH:19][N:20]=1, predict the reaction product. The product is: [NH2:14][C:15]1[C:16]([C:22]([NH:24][NH:25][C:8](=[O:13])[C:9]([CH3:10])([CH3:11])[CH3:12])=[O:23])=[N:17][C:18]([Br:21])=[CH:19][N:20]=1. (2) Given the reactants [CH3:1][O:2][C:3]([C:5]1[CH:6]=[C:7]2[C:11](=[CH:12][CH:13]=1)[NH:10][C:9]([C:14](=[O:25])[NH:15][CH:16]1[CH2:21][CH2:20][N:19]([CH:22]([CH3:24])[CH3:23])[CH2:18][CH2:17]1)=[CH:8]2)=[O:4].Br[CH2:27][C:28]([NH:30][C:31]1[CH:36]=[CH:35][C:34]([Cl:37])=[CH:33][N:32]=1)=[O:29].[H-].[Na+], predict the reaction product. The product is: [CH3:1][O:2][C:3]([C:5]1[CH:6]=[C:7]2[C:11](=[CH:12][CH:13]=1)[N:10]([CH2:27][C:28](=[O:29])[NH:30][C:31]1[CH:36]=[CH:35][C:34]([Cl:37])=[CH:33][N:32]=1)[C:9]([C:14](=[O:25])[NH:15][CH:16]1[CH2:17][CH2:18][N:19]([CH:22]([CH3:23])[CH3:24])[CH2:20][CH2:21]1)=[CH:8]2)=[O:4]. (3) Given the reactants C(OC([N:8]1[CH2:13][CH2:12][CH:11]([NH:14][C:15]2[S:16][C:17]([C:21](=[O:29])[C:22]3[CH:27]=[CH:26][CH:25]=[C:24]([F:28])[CH:23]=3)=[C:18]([NH2:20])[N:19]=2)[CH2:10][CH2:9]1)=O)(C)(C)C, predict the reaction product. The product is: [NH2:20][C:18]1[N:19]=[C:15]([NH:14][CH:11]2[CH2:12][CH2:13][NH:8][CH2:9][CH2:10]2)[S:16][C:17]=1[C:21]([C:22]1[CH:27]=[CH:26][CH:25]=[C:24]([F:28])[CH:23]=1)=[O:29].